From a dataset of Full USPTO retrosynthesis dataset with 1.9M reactions from patents (1976-2016). Predict the reactants needed to synthesize the given product. Given the product [CH3:21][C:16]1[CH:17]=[CH:18][CH:19]=[CH:20][C:15]=1[N:6]1[C:7](=[O:14])[C:8]2[S:13][CH:12]=[CH:11][C:9]=2[N:10]=[C:5]1[CH:2]([NH:1][C:23]1[N:31]=[CH:30][N:29]=[C:28]2[C:24]=1[N:25]=[CH:26][N:27]2[CH:32]1[CH2:37][CH2:36][CH2:35][CH2:34][O:33]1)[CH2:3][CH3:4], predict the reactants needed to synthesize it. The reactants are: [NH2:1][CH:2]([C:5]1[N:6]([C:15]2[CH:20]=[CH:19][CH:18]=[CH:17][C:16]=2[CH3:21])[C:7](=[O:14])[C:8]2[S:13][CH:12]=[CH:11][C:9]=2[N:10]=1)[CH2:3][CH3:4].Cl[C:23]1[N:31]=[CH:30][N:29]=[C:28]2[C:24]=1[N:25]=[CH:26][N:27]2[CH:32]1[CH2:37][CH2:36][CH2:35][CH2:34][O:33]1.